Predict the reactants needed to synthesize the given product. From a dataset of Full USPTO retrosynthesis dataset with 1.9M reactions from patents (1976-2016). Given the product [C:2]([O-:5])(=[O:4])[CH3:3].[Mg+2:1].[C:2]([O-:5])(=[O:4])[CH3:3].[O-2:4].[Mg+2:1], predict the reactants needed to synthesize it. The reactants are: [Mg:1].[C:2]([OH:5])(=[O:4])[CH3:3].